This data is from Full USPTO retrosynthesis dataset with 1.9M reactions from patents (1976-2016). The task is: Predict the reactants needed to synthesize the given product. (1) Given the product [C:1]([O:5][C:6]([N:8]1[CH:9]2[CH2:15][CH2:14][CH:13]1[CH2:12][CH:11]([CH:16]1[C:29]3[CH:28]=[CH:27][C:26]([C:30](=[NH:43])[NH:31][OH:42])=[CH:25][C:24]=3[O:23][C:22]3[C:17]1=[CH:18][CH:19]=[CH:20][CH:21]=3)[CH2:10]2)=[O:7])([CH3:4])([CH3:2])[CH3:3], predict the reactants needed to synthesize it. The reactants are: [C:1]([O:5][C:6]([N:8]1[CH:13]2[CH2:14][CH2:15][CH:9]1[CH2:10][CH:11]([CH:16]1[C:29]3[CH:28]=[CH:27][C:26]([C:30]#[N:31])=[CH:25][C:24]=3[O:23][C:22]3[C:17]1=[CH:18][CH:19]=[CH:20][CH:21]=3)[CH2:12]2)=[O:7])([CH3:4])([CH3:3])[CH3:2].Cl.NO.C(=O)([O-])[O-].[K+].[K+].Cl.[OH-:42].[NH4+:43]. (2) Given the product [Si:1]([O:8][CH2:9][C:10]1[CH:15]=[C:14]([C:16]([O:18][CH3:19])=[O:17])[CH:13]=[C:12]([CH2:20][NH:37][CH2:36][C:31]2[N:30]([CH2:29][C:26]3[CH:27]=[CH:28][C:23]([F:22])=[CH:24][CH:25]=3)[C:34]([CH3:35])=[N:33][N:32]=2)[N:11]=1)([C:4]([CH3:5])([CH3:6])[CH3:7])([CH3:2])[CH3:3], predict the reactants needed to synthesize it. The reactants are: [Si:1]([O:8][CH2:9][C:10]1[CH:15]=[C:14]([C:16]([O:18][CH3:19])=[O:17])[CH:13]=[C:12]([CH:20]=O)[N:11]=1)([C:4]([CH3:7])([CH3:6])[CH3:5])([CH3:3])[CH3:2].[F:22][C:23]1[CH:28]=[CH:27][C:26]([CH2:29][N:30]2[C:34]([CH3:35])=[N:33][N:32]=[C:31]2[CH2:36][NH2:37])=[CH:25][CH:24]=1. (3) Given the product [CH:12]1([CH2:11][NH:10][C:8]([C:3]2[C:2]([NH:1][C:25]([C:18]3[C:19]4[C:24](=[CH:23][CH:22]=[CH:21][CH:20]=4)[NH:16][CH:17]=3)=[O:26])=[CH:7][CH:6]=[CH:5][N:4]=2)=[O:9])[CH2:15][CH2:14][CH2:13]1, predict the reactants needed to synthesize it. The reactants are: [NH2:1][C:2]1[C:3]([C:8]([NH:10][CH2:11][CH:12]2[CH2:15][CH2:14][CH2:13]2)=[O:9])=[N:4][CH:5]=[CH:6][CH:7]=1.[NH:16]1[C:24]2[C:19](=[CH:20][CH:21]=[CH:22][CH:23]=2)[C:18]([C:25](O)=[O:26])=[CH:17]1. (4) Given the product [C:33]([O:32][C:30](=[O:31])[NH:29][CH:26]1[CH2:27][CH2:28][N:23]([CH2:22][CH2:21][N:10]2[C:11]3[C:6](=[CH:5][CH:4]=[C:3]([O:2][CH3:1])[CH:12]=3)[C:7](=[O:13])[CH:8]=[CH:9]2)[CH2:24][CH2:25]1)([CH3:36])([CH3:35])[CH3:34], predict the reactants needed to synthesize it. The reactants are: [CH3:1][O:2][C:3]1[CH:12]=[C:11]2[C:6]([C:7]([OH:13])=[CH:8][CH:9]=[N:10]2)=[CH:5][CH:4]=1.[H-].[Na+].CS(O[CH2:21][CH2:22][N:23]1[CH2:28][CH2:27][CH:26]([NH:29][C:30]([O:32][C:33]([CH3:36])([CH3:35])[CH3:34])=[O:31])[CH2:25][CH2:24]1)(=O)=O.C(#N)C.O. (5) The reactants are: [CH:1]([C:3]1[N:7]([CH3:8])[C:6]2[C:9]([N:13]3[CH2:18][CH2:17][N:16]([C:19]([O:21][C:22]([CH3:25])([CH3:24])[CH3:23])=[O:20])[CH2:15][CH2:14]3)=[CH:10][CH:11]=[CH:12][C:5]=2[N:4]=1)=O.[CH3:26][O:27][C:28]1[CH:33]=[CH:32][C:31]([C@H:34]([NH:36][C@H:37]2[C:46]3[N:45]=[CH:44][CH:43]=[CH:42][C:41]=3[CH2:40][CH2:39][CH2:38]2)[CH3:35])=[CH:30][CH:29]=1.C(O)(=O)C.C(O[BH-](OC(=O)C)OC(=O)C)(=O)C.[Na+]. Given the product [CH3:8][N:7]1[C:6]2[C:9]([N:13]3[CH2:18][CH2:17][N:16]([C:19]([O:21][C:22]([CH3:24])([CH3:23])[CH3:25])=[O:20])[CH2:15][CH2:14]3)=[CH:10][CH:11]=[CH:12][C:5]=2[N:4]=[C:3]1[CH2:1][N:36]([C@@H:34]([C:31]1[CH:30]=[CH:29][C:28]([O:27][CH3:26])=[CH:33][CH:32]=1)[CH3:35])[C@H:37]1[C:46]2[N:45]=[CH:44][CH:43]=[CH:42][C:41]=2[CH2:40][CH2:39][CH2:38]1, predict the reactants needed to synthesize it. (6) Given the product [OH:1][C@:2]([C@H:9]1[CH2:13][NH:12][C:11](=[O:24])[CH2:10]1)([C:4]1[S:5][CH:6]=[CH:7][N:8]=1)[CH3:3], predict the reactants needed to synthesize it. The reactants are: [OH:1][C@:2]([C@H:9]1[CH2:13][N:12]([C@H](C2C=CC(OC)=CC=2)C)[C:11](=[O:24])[CH2:10]1)([C:4]1[S:5][CH:6]=[CH:7][N:8]=1)[CH3:3].